Task: Predict the reactants needed to synthesize the given product.. Dataset: Full USPTO retrosynthesis dataset with 1.9M reactions from patents (1976-2016) (1) Given the product [Br:1][C:2]1[CH:3]=[CH:4][C:5](=[O:8])[N:6]([CH:9]2[CH2:11][CH2:10]2)[CH:7]=1, predict the reactants needed to synthesize it. The reactants are: [Br:1][C:2]1[CH:3]=[CH:4][C:5](=[O:8])[NH:6][CH:7]=1.[CH:9]1(B(O)O)[CH2:11][CH2:10]1.N1C=CC=CC=1C1C=CC=CN=1.C(=O)([O-])[O-].[Na+].[Na+].[Cl-].[NH4+]. (2) Given the product [CH2:27]([S:29][C:30]1[CH:35]=[CH:34][CH:33]=[C:32]([C:36]([F:38])([F:37])[F:39])[C:31]=1[C:9]1[CH:8]=[C:7]2[C:12]([C:3]([NH:2][CH3:1])=[N:4][C:5]([NH2:26])=[N:6]2)=[CH:11][CH:10]=1)[CH3:28], predict the reactants needed to synthesize it. The reactants are: [CH3:1][NH:2][C:3]1[C:12]2[C:7](=[CH:8][C:9]([Sn](CCCC)(CCCC)CCCC)=[CH:10][CH:11]=2)[N:6]=[C:5]([NH2:26])[N:4]=1.[CH2:27]([S:29][C:30]1[CH:35]=[CH:34][CH:33]=[C:32]([C:36]([F:39])([F:38])[F:37])[C:31]=1I)[CH3:28]. (3) The reactants are: [NH2:1][C:2]1[CH:7]=[CH:6][C:5]([C:8]2[CH:16]=[C:15]3[C:11]([CH2:12][N:13]([C@@H:18]([CH:23]([CH3:25])[CH3:24])[C:19]([O:21][CH3:22])=[O:20])[C:14]3=[O:17])=[CH:10][CH:9]=2)=[CH:4][CH:3]=1.[C:26]1([C:32]2[S:36][C:35]([C:37](OCC)=[O:38])=[N:34][CH:33]=2)[CH:31]=[CH:30][CH:29]=[CH:28][CH:27]=1.C[Al](C)C. Given the product [CH3:24][CH:23]([CH3:25])[C@H:18]([N:13]1[CH2:12][C:11]2[C:15](=[CH:16][C:8]([C:5]3[CH:4]=[CH:3][C:2]([NH:1][C:37]([C:35]4[S:36][C:32]([C:26]5[CH:27]=[CH:28][CH:29]=[CH:30][CH:31]=5)=[CH:33][N:34]=4)=[O:38])=[CH:7][CH:6]=3)=[CH:9][CH:10]=2)[C:14]1=[O:17])[C:19]([O:21][CH3:22])=[O:20], predict the reactants needed to synthesize it. (4) Given the product [Br:1][C:2]1[CH:10]=[CH:9][C:5]([C:6]([O:8][CH2:17][CH3:18])=[O:7])=[CH:4][C:3]=1[OH:11], predict the reactants needed to synthesize it. The reactants are: [Br:1][C:2]1[CH:10]=[CH:9][C:5]([C:6]([OH:8])=[O:7])=[CH:4][C:3]=1[OH:11].S(=O)(=O)(O)O.[CH2:17](O)[CH3:18]. (5) Given the product [F:1][C:2]1[CH:3]=[CH:4][C:5]([N:8]2[C:11](=[O:12])[C@H:10]([S:13][CH2:14][CH:15]([OH:16])[C:17]3[CH:18]=[CH:19][C:20]([O:23][CH3:24])=[CH:21][CH:22]=3)[C@H:9]2[C:25]2[CH:26]=[CH:27][C:28]([O:29][CH2:30][C:31]([NH:33][CH2:34][C:35]([NH:54][C@@H:53]([C:55]([OH:57])=[O:56])[CH2:52][CH2:51][CH2:50][CH2:49][NH2:48])=[O:36])=[O:32])=[CH:38][CH:39]=2)=[CH:6][CH:7]=1, predict the reactants needed to synthesize it. The reactants are: [F:1][C:2]1[CH:7]=[CH:6][C:5]([N:8]2[C:11](=[O:12])[C@H:10]([S:13][CH2:14][C:15]([C:17]3[CH:22]=[CH:21][C:20]([O:23][CH3:24])=[CH:19][CH:18]=3)=[O:16])[C@H:9]2[C:25]2[CH:39]=[CH:38][C:28]([O:29][CH2:30][C:31]([NH:33][CH2:34][C:35](O)=[O:36])=[O:32])=[CH:27][CH:26]=2)=[CH:4][CH:3]=1.Cl.C(OC([NH:48][CH2:49][CH2:50][CH2:51][CH2:52][C@H:53]([C:55]([O:57]C(C)(C)C)=[O:56])[NH2:54])=O)(C)(C)C.CN1CCOCC1.CN(C(ON1N=NC2C=CC=CC1=2)=[N+](C)C)C.[B-](F)(F)(F)F.FC(F)(F)C(O)=O.[BH4-].[Na+]. (6) The reactants are: Cl[C:2]1[O:11][C:5]2=[C:6]([NH2:10])[N:7]=[CH:8][CH:9]=[C:4]2[CH:3]=1.[CH:12]1[C:21]2[CH:20]=[CH:19][CH:18]=[C:17](B(O)O)[C:16]=2[CH:15]=[CH:14][N:13]=1.C([O-])([O-])=O.[K+].[K+]. Given the product [CH:12]1[C:21]2[C:16](=[C:17]([C:2]3[O:11][C:5]4=[C:6]([NH2:10])[N:7]=[CH:8][CH:9]=[C:4]4[CH:3]=3)[CH:18]=[CH:19][CH:20]=2)[CH:15]=[CH:14][N:13]=1, predict the reactants needed to synthesize it. (7) Given the product [NH2:26][C:22]1[C:21]([CH3:29])=[C:20]([C:5]2[C:6]3[C:14]4[CH:13]=[CH:12][C:11]([O:15][CH2:16][CH2:17][O:18][CH3:19])=[CH:10][C:9]=4[NH:8][C:7]=3[C:2]([C:30]([O:33][CH3:35])=[O:32])=[N:3][N:4]=2)[CH:25]=[CH:24][CH:23]=1, predict the reactants needed to synthesize it. The reactants are: Cl[C:2]1[C:7]2[NH:8][C:9]3[CH:10]=[C:11]([O:15][CH2:16][CH2:17][O:18][CH3:19])[CH:12]=[CH:13][C:14]=3[C:6]=2[C:5]([C:20]2[CH:25]=[CH:24][CH:23]=[C:22]([N+:26]([O-])=O)[C:21]=2[CH3:29])=[N:4][N:3]=1.[C:30]([O-:33])(=[O:32])C.[Na+].[CH3:35]O.